Dataset: Forward reaction prediction with 1.9M reactions from USPTO patents (1976-2016). Task: Predict the product of the given reaction. Given the reactants C(=O)([O-])[O:2][C:3]1[CH:8]=[C:7]([N+:9]([O-:11])=[O:10])[C:6]([Br:12])=[C:5](C)[C:4]=1[C:14]([CH3:17])([CH3:16])[CH3:15].[OH-].[K+].Cl, predict the reaction product. The product is: [C:14]([C:4]1[CH:5]=[C:6]([Br:12])[C:7]([N+:9]([O-:11])=[O:10])=[CH:8][C:3]=1[OH:2])([CH3:17])([CH3:15])[CH3:16].